This data is from Reaction yield outcomes from USPTO patents with 853,638 reactions. The task is: Predict the reaction yield, written as a fraction of the theoretical maximum amount of product (1.0 means a 100% yield; for example, 0.34 means a 34% yield). (1) The reactants are [C:1]([C:3]1[CH:4]=[N:5][CH:6]=[CH:7][CH:8]=1)#[CH:2].[CH2:9]([SnH:13]([CH2:18][CH2:19][CH2:20][CH3:21])[CH2:14][CH2:15][CH2:16][CH3:17])[CH2:10][CH2:11][CH3:12].CC(N=NC(C#N)(C)C)(C#N)C. The catalyst is C1COCC1. The product is [CH2:18]([Sn:13]([CH2:9][CH2:10][CH2:11][CH3:12])([CH2:14][CH2:15][CH2:16][CH3:17])/[CH:2]=[CH:1]/[C:3]1[CH:4]=[N:5][CH:6]=[CH:7][CH:8]=1)[CH2:19][CH2:20][CH3:21]. The yield is 0.530. (2) The reactants are [Br:1][C:2]1[CH:3]=[C:4]([NH2:9])[C:5]([NH2:8])=[CH:6][CH:7]=1.[CH:10](OC)(OC)OC.Cl.C([O-])(O)=O.[Na+]. The catalyst is CN(C=O)C.O. The product is [Br:1][C:2]1[CH:7]=[CH:6][C:5]2[NH:8][CH:10]=[N:9][C:4]=2[CH:3]=1. The yield is 1.00. (3) The reactants are [Br:1][C:2]1[CH:3]=[CH:4][C:5]([Cl:16])=[C:6]([CH2:8][C:9]2[CH:14]=[CH:13][C:12]([OH:15])=[CH:11][CH:10]=2)[CH:7]=1.[CH2:17](Br)[C:18]1[CH:23]=[CH:22][CH:21]=[CH:20][CH:19]=1.C(=O)([O-])[O-].[K+].[K+]. The catalyst is O1CCCC1. The product is [CH2:17]([O:15][C:12]1[CH:13]=[CH:14][C:9]([CH2:8][C:6]2[CH:7]=[C:2]([Br:1])[CH:3]=[CH:4][C:5]=2[Cl:16])=[CH:10][CH:11]=1)[C:18]1[CH:23]=[CH:22][CH:21]=[CH:20][CH:19]=1. The yield is 0.704.